This data is from Full USPTO retrosynthesis dataset with 1.9M reactions from patents (1976-2016). The task is: Predict the reactants needed to synthesize the given product. (1) Given the product [C:34]([N:36]=[C:37]([S:38][CH3:39])[NH:1][CH2:2][CH2:3][C@@:4]1([C:27]2[CH:28]=[CH:29][C:30]([F:33])=[CH:31][CH:32]=2)[O:9][C:8](=[O:10])[N:7]([C@H:11]([C:13]2[CH:14]=[CH:15][C:16]([C:19]3[CH:24]=[CH:23][C:22]([F:25])=[CH:21][C:20]=3[F:26])=[CH:17][CH:18]=2)[CH3:12])[CH2:6][CH2:5]1)#[N:35], predict the reactants needed to synthesize it. The reactants are: [NH2:1][CH2:2][CH2:3][C@@:4]1([C:27]2[CH:32]=[CH:31][C:30]([F:33])=[CH:29][CH:28]=2)[O:9][C:8](=[O:10])[N:7]([C@H:11]([C:13]2[CH:18]=[CH:17][C:16]([C:19]3[CH:24]=[CH:23][C:22]([F:25])=[CH:21][C:20]=3[F:26])=[CH:15][CH:14]=2)[CH3:12])[CH2:6][CH2:5]1.[C:34]([N:36]=[C:37](SC)[S:38][CH3:39])#[N:35]. (2) Given the product [CH2:32]([N:39]1[CH2:40][CH2:41][N:42]([CH2:45][CH2:46][NH:47][C:29]([C:27]2[CH:26]=[CH:25][C:22]3[CH2:23][CH2:24][N:18]([C:16]([O:15][C:11]([CH3:12])([CH3:13])[CH3:14])=[O:17])[CH2:19][CH2:20][C:21]=3[CH:28]=2)=[O:30])[CH2:43][CH2:44]1)[C:33]1[CH:34]=[CH:35][CH:36]=[CH:37][CH:38]=1, predict the reactants needed to synthesize it. The reactants are: P(C#N)(OCC)(OCC)=O.[C:11]([O:15][C:16]([N:18]1[CH2:24][CH2:23][C:22]2[CH:25]=[CH:26][C:27]([C:29](O)=[O:30])=[CH:28][C:21]=2[CH2:20][CH2:19]1)=[O:17])([CH3:14])([CH3:13])[CH3:12].[CH2:32]([N:39]1[CH2:44][CH2:43][N:42]([CH2:45][CH2:46][NH2:47])[CH2:41][CH2:40]1)[C:33]1[CH:38]=[CH:37][CH:36]=[CH:35][CH:34]=1.C(N(CC)CC)C. (3) Given the product [C:8]([NH:1][CH:2]([CH2:6][CH3:7])[C:3]([OH:5])=[O:4])(=[O:10])[CH3:9], predict the reactants needed to synthesize it. The reactants are: [NH2:1][CH:2]([CH2:6][CH3:7])[C:3]([OH:5])=[O:4].[C:8](OC(=O)C)(=[O:10])[CH3:9]. (4) Given the product [F:43][C:39]1[C:14]([CH2:15][CH2:16][C@H:17]2[CH2:18][NH:19][CH2:20][CH2:21][N:22]2[S:23]([C:26]2[CH:27]=[CH:28][CH:29]=[CH:30][CH:31]=2)(=[O:25])=[O:24])=[C:13]([NH:12][C:10](=[O:11])[C@@H:9]([NH:44][C:45](=[O:46])[O:47][CH3:48])[CH:8]([C:4]2[CH:5]=[CH:6][CH:7]=[C:2]([F:1])[CH:3]=2)[C:49]2[CH:54]=[CH:53][CH:52]=[C:51]([F:55])[CH:50]=2)[CH:42]=[CH:41][CH:40]=1, predict the reactants needed to synthesize it. The reactants are: [F:1][C:2]1[CH:3]=[C:4]([CH:8]([C:49]2[CH:54]=[CH:53][CH:52]=[C:51]([F:55])[CH:50]=2)[C@H:9]([NH:44][C:45]([O:47][CH3:48])=[O:46])[C:10]([NH:12][C:13]2[CH:42]=[CH:41][CH:40]=[C:39]([F:43])[C:14]=2[CH2:15][CH2:16][C@@H:17]2[N:22]([S:23]([C:26]3[CH:31]=[CH:30][CH:29]=[CH:28][CH:27]=3)(=[O:25])=[O:24])[CH2:21][CH2:20][N:19](C(OC(C)(C)C)=O)[CH2:18]2)=[O:11])[CH:5]=[CH:6][CH:7]=1.FC(F)(F)C(O)=O. (5) Given the product [OH:21][CH2:20][C:19]1[CH:25]=[C:26]([O:34][CH3:35])[C:27]([CH2:29][OH:30])=[CH:28][C:18]=1[C:15]1[CH:14]=[CH:13][C:12]([O:11][CH2:10][CH2:9][CH:8]([CH3:7])[CH2:36][CH2:37][CH2:38][CH:39]([CH3:41])[CH3:40])=[CH:17][CH:16]=1, predict the reactants needed to synthesize it. The reactants are: [H-].[H-].[H-].[H-].[Li+].[Al+3].[CH3:7][CH:8]([CH2:36][CH2:37][CH2:38][CH:39]([CH3:41])[CH3:40])[CH2:9][CH2:10][O:11][C:12]1[CH:17]=[CH:16][C:15]([C:18]2[CH:28]=[C:27]([C:29](OCC)=[O:30])[C:26]([O:34][CH3:35])=[CH:25][C:19]=2[C:20](OCC)=[O:21])=[CH:14][CH:13]=1.O.[OH-].[Na+]. (6) Given the product [F:19][C:20]1[CH:25]=[C:24]([N:26]([CH2:39][C:40]2[CH:49]=[CH:48][CH:47]=[C:46]3[C:41]=2[CH2:42][CH2:43][CH2:44][N:45]3[CH2:50][CH2:51][O:52][C:62]2[CH:63]=[CH:64][CH:65]=[CH:66][C:61]=2[F:60])[S:27]([C:30]2[CH:35]=[CH:34][CH:33]=[CH:32][C:31]=2[N+:36]([O-:38])=[O:37])(=[O:29])=[O:28])[CH:23]=[CH:22][C:21]=1[CH2:53][CH2:54][C:55]([O:57][CH2:58][CH3:59])=[O:56], predict the reactants needed to synthesize it. The reactants are: N(C(N1CCCCC1)=O)=NC(N1CCCCC1)=O.[F:19][C:20]1[CH:25]=[C:24]([N:26]([CH2:39][C:40]2[CH:49]=[CH:48][CH:47]=[C:46]3[C:41]=2[CH2:42][CH2:43][CH2:44][N:45]3[CH2:50][CH2:51][OH:52])[S:27]([C:30]2[CH:35]=[CH:34][CH:33]=[CH:32][C:31]=2[N+:36]([O-:38])=[O:37])(=[O:29])=[O:28])[CH:23]=[CH:22][C:21]=1[CH2:53][CH2:54][C:55]([O:57][CH2:58][CH3:59])=[O:56].[F:60][C:61]1[CH:66]=[CH:65][CH:64]=[CH:63][C:62]=1O.C(P(CCCC)CCCC)CCC. (7) Given the product [C:1]([O:5][C:6](=[O:33])[NH:7][CH:8]1[CH2:13][CH2:12][CH:11]([NH:14][C:15]2[N:20]=[C:19]3[NH:21][N:22]=[C:23]([C:24]4[CH:29]=[CH:28][N:27]=[C:26]([NH:39][CH2:38][C:37]5[CH:40]=[CH:41][CH:42]=[C:35]([Cl:34])[CH:36]=5)[N:25]=4)[C:18]3=[CH:17][N:16]=2)[CH2:10][CH2:9]1)([CH3:4])([CH3:3])[CH3:2], predict the reactants needed to synthesize it. The reactants are: [C:1]([O:5][C:6](=[O:33])[NH:7][CH:8]1[CH2:13][CH2:12][CH:11]([NH:14][C:15]2[N:20]=[C:19]3[NH:21][N:22]=[C:23]([C:24]4[CH:29]=[CH:28][N:27]=[C:26](S(C)=O)[N:25]=4)[C:18]3=[CH:17][N:16]=2)[CH2:10][CH2:9]1)([CH3:4])([CH3:3])[CH3:2].[Cl:34][C:35]1[CH:36]=[C:37]([CH:40]=[CH:41][CH:42]=1)[CH2:38][NH2:39].